This data is from Forward reaction prediction with 1.9M reactions from USPTO patents (1976-2016). The task is: Predict the product of the given reaction. (1) Given the reactants [O:1]=[C:2]1[C:8]2[CH:9]=[CH:10][CH:11]=[CH:12][C:7]=2[S:6][CH2:5][CH:4]2[CH2:13][CH2:14][CH:15]([C:17]([NH2:19])=O)[CH2:16][N:3]12.N1C(Cl)=NC(Cl)=NC=1Cl, predict the reaction product. The product is: [O:1]=[C:2]1[C:8]2[CH:9]=[CH:10][CH:11]=[CH:12][C:7]=2[S:6][CH2:5][CH:4]2[CH2:13][CH2:14][CH:15]([C:17]#[N:19])[CH2:16][N:3]12. (2) Given the reactants [Br:1][C:2]1[S:6][C:5]([S:7]([NH2:10])(=[O:9])=[O:8])=[N:4][C:3]=1[CH2:11][CH:12]1[CH2:17][CH2:16][CH2:15][CH2:14][CH2:13]1.CCN(CC)CC.CCN(C(C)C)C(C)C.[CH:34]1[CH:39]=[CH:38][C:37]([CH2:40][O:41][C:42](Cl)=[O:43])=[CH:36][CH:35]=1, predict the reaction product. The product is: [Br:1][C:2]1[S:6][C:5]([S:7]([NH:10][C:42](=[O:43])[O:41][CH2:40][C:37]2[CH:38]=[CH:39][CH:34]=[CH:35][CH:36]=2)(=[O:9])=[O:8])=[N:4][C:3]=1[CH2:11][CH:12]1[CH2:13][CH2:14][CH2:15][CH2:16][CH2:17]1.